Task: Predict the reaction yield, written as a fraction of the theoretical maximum amount of product (1.0 means a 100% yield; for example, 0.34 means a 34% yield).. Dataset: Reaction yield outcomes from USPTO patents with 853,638 reactions (1) The reactants are [C:1]([C:5]1[CH:11]=[CH:10][C:9]([N+:12]([O-:14])=[O:13])=[CH:8][C:6]=1N)([CH3:4])([CH3:3])[CH3:2].N([O-])=[O:16].[Na+].NC(N)=O.OS(O)(=O)=O.O. The catalyst is OS(O)(=O)=O.O. The product is [C:1]([C:5]1[CH:11]=[CH:10][C:9]([N+:12]([O-:14])=[O:13])=[CH:8][C:6]=1[OH:16])([CH3:4])([CH3:3])[CH3:2]. The yield is 0.620. (2) The reactants are Br[C:2]1[CH:7]=[CH:6][CH:5]=[C:4]([O:8][C:9]2[CH:14]=[CH:13][CH:12]=[CH:11][CH:10]=2)[CH:3]=1.[Li]CCCC.[CH3:20][C:21]1[CH:26]=[CH:25][C:24]([S:27]([O:30][CH2:31][C:32]2([CH2:39][O:40][S:41]([C:44]3[CH:49]=[CH:48][C:47]([CH3:50])=[CH:46][CH:45]=3)(=[O:43])=[O:42])[CH2:37][CH2:36][C:35](=[O:38])[CH2:34][CH2:33]2)(=[O:29])=[O:28])=[CH:23][CH:22]=1. The catalyst is C1COCC1. The product is [CH3:20][C:21]1[CH:26]=[CH:25][C:24]([S:27]([O:30][CH2:31][C:32]2([CH2:39][O:40][S:41]([C:44]3[CH:45]=[CH:46][C:47]([CH3:50])=[CH:48][CH:49]=3)(=[O:43])=[O:42])[CH2:33][CH2:34][C:35]([OH:38])([C:2]3[CH:7]=[CH:6][CH:5]=[C:4]([O:8][C:9]4[CH:14]=[CH:13][CH:12]=[CH:11][CH:10]=4)[CH:3]=3)[CH2:36][CH2:37]2)(=[O:28])=[O:29])=[CH:23][CH:22]=1. The yield is 0.570. (3) The reactants are [CH3:1][O:2][CH2:3][CH2:4][O:5][C:6]1[CH:15]=[CH:14][C:9]([C:10](OC)=O)=[CH:8][C:7]=1[N+:16]([O-:18])=[O:17].[BH4-].[Li+].Cl.S(Cl)([Cl:24])=O. The catalyst is C1COCC1. The product is [Cl:24][CH2:10][C:9]1[CH:14]=[CH:15][C:6]([O:5][CH2:4][CH2:3][O:2][CH3:1])=[C:7]([N+:16]([O-:18])=[O:17])[CH:8]=1. The yield is 0.860. (4) The reactants are [C:1]([NH:4][C:5]1[C:10]([C:11]2[C:16]([CH3:17])=[CH:15][C:14]([O:18][CH2:19][C:20]3([OH:28])[CH2:25][CH2:24][S:23](=[O:27])(=[O:26])[CH2:22][CH2:21]3)=[CH:13][C:12]=2[CH3:29])=[CH:9][C:8]([CH2:30][NH:31][C:32]2[CH:37]=[CH:36][C:35]([CH2:38][CH2:39][C:40]([O:42]CC)=[O:41])=[C:34]([F:45])[CH:33]=2)=[CH:7][CH:6]=1)(=[O:3])[CH3:2].[OH-].[Na+].Cl. The catalyst is CO.O1CCCC1.[Cl-].[Na+].O. The product is [C:1]([NH:4][C:5]1[C:10]([C:11]2[C:16]([CH3:17])=[CH:15][C:14]([O:18][CH2:19][C:20]3([OH:28])[CH2:21][CH2:22][S:23](=[O:27])(=[O:26])[CH2:24][CH2:25]3)=[CH:13][C:12]=2[CH3:29])=[CH:9][C:8]([CH2:30][NH:31][C:32]2[CH:37]=[CH:36][C:35]([CH2:38][CH2:39][C:40]([OH:42])=[O:41])=[C:34]([F:45])[CH:33]=2)=[CH:7][CH:6]=1)(=[O:3])[CH3:2]. The yield is 0.620. (5) The reactants are [CH3:1][O:2][C:3]1[CH:4]=[C:5]2[C:9](=[CH:10][CH:11]=1)[NH:8][C:7]([CH3:12])=[CH:6]2.[H-].[Na+].Br.BrC[C:18]1[CH:19]=[N:20][CH:21]=[CH:22][CH:23]=1.[CH3:24]N(C)C=O. The catalyst is O. The product is [CH3:1][O:2][C:3]1[CH:4]=[C:5]2[C:9](=[CH:10][CH:11]=1)[N:8]([CH2:24][C:19]1[CH:18]=[CH:23][CH:22]=[CH:21][N:20]=1)[C:7]([CH3:12])=[CH:6]2. The yield is 0.340. (6) The reactants are [CH3:1][O:2][C:3]([CH:5]1[CH2:10][N:9]([C:11]2[C:12]3[C:26]([O:27][CH3:28])=[CH:25][N:24]=[CH:23][C:13]=3[N:14]=[C:15]([C:17]3[CH:22]=[CH:21][N:20]=[CH:19][CH:18]=3)[N:16]=2)[CH2:8][CH2:7][N:6]1C(OC(C)(C)C)=O)=[O:4].FC(F)(F)C(O)=O. The catalyst is C(Cl)Cl. The product is [CH3:1][O:2][C:3]([CH:5]1[CH2:10][N:9]([C:11]2[C:12]3[C:26]([O:27][CH3:28])=[CH:25][N:24]=[CH:23][C:13]=3[N:14]=[C:15]([C:17]3[CH:22]=[CH:21][N:20]=[CH:19][CH:18]=3)[N:16]=2)[CH2:8][CH2:7][NH:6]1)=[O:4]. The yield is 0.600. (7) The reactants are [CH3:1][N:2]1[C:10]2[C:5](=[CH:6][C:7]([C:11]3[CH:16]=[CH:15][C:14]([C:17]([F:20])([F:19])[F:18])=[CH:13][CH:12]=3)=[CH:8][CH:9]=2)[C:4]([CH2:21][C:22]#N)=[CH:3]1.[OH-:24].[K+].C[OH:27]. The catalyst is O. The product is [CH3:1][N:2]1[C:10]2[C:5](=[CH:6][C:7]([C:11]3[CH:16]=[CH:15][C:14]([C:17]([F:20])([F:19])[F:18])=[CH:13][CH:12]=3)=[CH:8][CH:9]=2)[C:4]([CH2:21][C:22]([OH:27])=[O:24])=[CH:3]1. The yield is 0.250. (8) The reactants are CN(C(ON1N=NC2C=CC=NC1=2)=[N+](C)C)C.F[P-](F)(F)(F)(F)F.[Br:25][C:26]1[N:30]2[CH:31]=[C:32]([C:39]3[CH:40]=[N:41][NH:42][CH:43]=3)[CH:33]=[C:34]([C:35]([F:38])([F:37])[F:36])[C:29]2=[N:28][C:27]=1[C:44](O)=[O:45].[CH3:47][C:48]([O:51][C:52]([NH:54][CH:55]1[CH2:58][NH:57][CH2:56]1)=[O:53])([CH3:50])[CH3:49]. No catalyst specified. The product is [C:48]([O:51][C:52](=[O:53])[NH:54][CH:55]1[CH2:58][N:57]([C:44]([C:27]2[N:28]=[C:29]3[C:34]([C:35]([F:38])([F:36])[F:37])=[CH:33][C:32]([C:39]4[CH:40]=[N:41][NH:42][CH:43]=4)=[CH:31][N:30]3[C:26]=2[Br:25])=[O:45])[CH2:56]1)([CH3:50])([CH3:47])[CH3:49]. The yield is 0.430. (9) No catalyst specified. The product is [NH2:1][C:2]1[CH:6]=[C:5]([C:7]2[CH:12]=[CH:11][CH:10]=[CH:9][CH:8]=2)[S:4][C:3]=1[C:13]([OH:15])=[O:14]. The yield is 0.790. The reactants are [NH2:1][C:2]1[CH:6]=[C:5]([C:7]2[CH:12]=[CH:11][CH:10]=[CH:9][CH:8]=2)[S:4][C:3]=1[C:13]([O:15]CC)=[O:14].C(OC(C)C)(C)C. (10) The reactants are [Cr](O[Cr]([O-])(=O)=O)([O-])(=O)=O.[NH+]1C=CC=CC=1.[NH+]1C=CC=CC=1.[Br:22][C:23]1[CH:24]=[CH:25][C:26]([Cl:31])=[C:27]([CH:30]=1)[CH2:28][OH:29]. The catalyst is C(Cl)Cl. The product is [Br:22][C:23]1[CH:24]=[CH:25][C:26]([Cl:31])=[C:27]([CH:30]=1)[CH:28]=[O:29]. The yield is 0.860.